This data is from Catalyst prediction with 721,799 reactions and 888 catalyst types from USPTO. The task is: Predict which catalyst facilitates the given reaction. Reactant: [Br:1][C:2]1[CH:7]=[CH:6][C:5]([S:8](Cl)(=[O:10])=[O:9])=[CH:4][CH:3]=1.CNC[CH:15]1[C:24](=[O:25])[NH:23][C:22]2[C:17](=[CH:18][CH:19]=[CH:20][CH:21]=2)[N:16]1[C:26](=[O:33])[C:27]1[CH:32]=[CH:31][CH:30]=[CH:29][CH:28]=1.[CH2:34]([N:36](CC)[CH2:37]C)C. Product: [Br:1][C:2]1[CH:7]=[CH:6][C:5]([S:8]([N:36]([CH3:37])[CH2:34][C:31]2[CH:30]=[CH:29][CH:28]=[C:27]([C:26]([N:16]3[C:17]4[C:22](=[CH:21][CH:20]=[CH:19][CH:18]=4)[NH:23][C:24](=[O:25])[CH2:15]3)=[O:33])[CH:32]=2)(=[O:10])=[O:9])=[CH:4][CH:3]=1. The catalyst class is: 96.